Task: Predict the reaction yield, written as a fraction of the theoretical maximum amount of product (1.0 means a 100% yield; for example, 0.34 means a 34% yield).. Dataset: Reaction yield outcomes from USPTO patents with 853,638 reactions (1) The reactants are CC(OI1(OC(C)=O)(OC(C)=O)OC(=O)C2C=CC=CC1=2)=O.[F:23][C:24]1[CH:25]=[C:26]2[C:34](=[CH:35][CH:36]=1)[NH:33][C:32]1[CH2:31][CH2:30][CH:29]([CH2:37][OH:38])[CH2:28][C:27]2=1. The catalyst is ClCCl. The product is [F:23][C:24]1[CH:25]=[C:26]2[C:34](=[CH:35][CH:36]=1)[NH:33][C:32]1[CH2:31][CH2:30][CH:29]([CH:37]=[O:38])[CH2:28][C:27]2=1. The yield is 0.470. (2) The reactants are [CH3:1][N:2]1[C@@H:18]2[CH2:19][C:7]3[CH:8]=[CH:9][C:10]([O:21][CH3:22])=[C:11]4[O:12][C@H:13]5[C@@H:14]([OH:20])[CH:15]=[CH:16][C@@H:17]2[C@:5]5([C:6]=34)[CH2:4][CH2:3]1. The catalyst is CCO. The product is [CH3:1][N:2]1[C@@H:18]2[CH2:19][C:7]3[CH:8]=[CH:9][C:10]([O:21][CH3:22])=[C:11]4[O:12][C@H:13]5[C:14]([CH2:15][CH2:16][C@@H:17]2[C@:5]5([C:6]=34)[CH2:4][CH2:3]1)=[O:20]. The yield is 0.700. (3) The reactants are [CH:1]([O:14][C:15]1[C:26]2[C:25](=[O:27])[N:24]([CH2:28][C:29]3[CH:34]=[CH:33][C:32]([F:35])=[CH:31][CH:30]=3)[C:23](=[O:36])[C:22]=2[C:21]([OH:37])=[C:20]2[C:16]=1[N:17]=[CH:18][N:19]2[CH2:38][C:39]1[CH:44]=[CH:43][CH:42]=[CH:41][CH:40]=1)([C:8]1[CH:13]=[CH:12][CH:11]=[CH:10][CH:9]=1)[C:2]1[CH:7]=[CH:6][CH:5]=[CH:4][CH:3]=1.[CH3:45]N(C=O)C.C([O-])([O-])=O.[K+].[K+].CI. The catalyst is O. The product is [CH:1]([O:14][C:15]1[C:26]2[C:25](=[O:27])[N:24]([CH2:28][C:29]3[CH:30]=[CH:31][C:32]([F:35])=[CH:33][CH:34]=3)[C:23](=[O:36])[C:22]=2[C:21]([O:37][CH3:45])=[C:20]2[C:16]=1[N:17]=[CH:18][N:19]2[CH2:38][C:39]1[CH:44]=[CH:43][CH:42]=[CH:41][CH:40]=1)([C:8]1[CH:9]=[CH:10][CH:11]=[CH:12][CH:13]=1)[C:2]1[CH:7]=[CH:6][CH:5]=[CH:4][CH:3]=1. The yield is 0.730. (4) The reactants are [N+:1]([CH2:4][CH2:5][C:6]1[CH:18]=[CH:17][C:9]([O:10][C:11]2[CH:12]=[N:13][CH:14]=[CH:15][CH:16]=2)=[CH:8][CH:7]=1)([O-:3])=O.C[O-].[Li+].C(=O)(O)[O-].[Na+].[C:27]([C:29]1[C:30]([NH2:35])=[N:31][CH:32]=[CH:33][CH:34]=1)#[CH:28].C(N(CC)CC)C. The catalyst is [Ti](Cl)(Cl)(Cl)Cl.O.O1CCCC1.C(OCC)(=O)C.CO. The product is [N:13]1[CH:14]=[CH:15][CH:16]=[C:11]([O:10][C:9]2[CH:17]=[CH:18][C:6]([CH2:5][C:4]3[CH:28]=[C:27]([C:29]4[C:30]([NH2:35])=[N:31][CH:32]=[CH:33][CH:34]=4)[O:3][N:1]=3)=[CH:7][CH:8]=2)[CH:12]=1. The yield is 0.100. (5) The reactants are [Br:1][C:2]1[CH:7]=[CH:6][C:5]([C:8](=[O:10])[CH3:9])=[CH:4][CH:3]=1.[I:11]I.[N:13]1[CH:18]=[CH:17][CH:16]=[CH:15][CH:14]=1. The catalyst is O. The product is [I-:11].[Br:1][C:2]1[CH:7]=[CH:6][C:5]([C:8](=[O:10])[CH2:9][N+:13]2[CH:18]=[CH:17][CH:16]=[CH:15][CH:14]=2)=[CH:4][CH:3]=1. The yield is 0.760. (6) The reactants are [C:1]([NH:8][C@@H:9]1[CH2:13][CH2:12][C@@H:11]([C:14]([OH:16])=O)[CH2:10]1)([O:3][C:4]([CH3:7])([CH3:6])[CH3:5])=[O:2].[Cl-].[NH4+].C[N:20](C(ON1N=NC2C=CC=NC1=2)=[N+](C)C)C.F[P-](F)(F)(F)(F)F.C(N(CC)C(C)C)(C)C. The catalyst is CN(C=O)C. The product is [C:4]([O:3][C:1](=[O:2])[NH:8][C@@H:9]1[CH2:13][CH2:12][C@@H:11]([C:14](=[O:16])[NH2:20])[CH2:10]1)([CH3:7])([CH3:6])[CH3:5]. The yield is 0.330. (7) The reactants are [C:1]([O:4][CH2:5][CH2:6][CH:7]([C:9]1[S:10][C:11]([Br:14])=[CH:12][CH:13]=1)[OH:8])(=[O:3])[CH3:2].[CH3:15][C:16]([Si:19](Cl)([CH3:21])[CH3:20])([CH3:18])[CH3:17].N1C=CN=C1.O. The catalyst is C(Cl)Cl. The product is [C:1]([O:4][CH2:5][CH2:6][CH:7]([C:9]1[S:10][C:11]([Br:14])=[CH:12][CH:13]=1)[O:8][Si:19]([C:16]([CH3:18])([CH3:17])[CH3:15])([CH3:21])[CH3:20])(=[O:3])[CH3:2]. The yield is 0.976. (8) The reactants are [F:1][C:2]1[C:3]([CH:8]=[N:9][OH:10])=[N:4][CH:5]=[CH:6][CH:7]=1.ClN1C(=O)CCC1=O.[CH2:19]([O:21][C:22](=[O:26])[C:23]#[C:24][CH3:25])[CH3:20].C(N(CC)CC)C. The catalyst is CN(C)C=O.C(OCC)C.C(OCC)(=O)C.O. The product is [CH2:19]([O:21][C:22]([C:23]1[C:8]([C:3]2[C:2]([F:1])=[CH:7][CH:6]=[CH:5][N:4]=2)=[N:9][O:10][C:24]=1[CH3:25])=[O:26])[CH3:20]. The yield is 0.110. (9) The reactants are C1(N=C=NC2CCCCC2)CCCCC1.[C:16]1([P:22]([CH2:29][SH:30])[C:23]2[CH:28]=[CH:27][CH:26]=[CH:25][CH:24]=2)[CH:21]=[CH:20][CH:19]=[CH:18][CH:17]=1.[C:31]([NH:34][C@H:35]([C:43](O)=[O:44])[CH2:36][C:37]1[CH:42]=[CH:41][CH:40]=[CH:39][CH:38]=1)(=[O:33])[CH3:32]. The catalyst is CN(C=O)C. The product is [NH:34]([C:31]([CH3:32])=[O:33])[C@H:35]([C:43]([S:30][CH2:29][P:22]([C:23]1[CH:28]=[CH:27][CH:26]=[CH:25][CH:24]=1)[C:16]1[CH:17]=[CH:18][CH:19]=[CH:20][CH:21]=1)=[O:44])[CH2:36][C:37]1[CH:42]=[CH:41][CH:40]=[CH:39][CH:38]=1. The yield is 0.840.